From a dataset of Merck oncology drug combination screen with 23,052 pairs across 39 cell lines. Regression. Given two drug SMILES strings and cell line genomic features, predict the synergy score measuring deviation from expected non-interaction effect. Drug 1: CCC1=CC2CN(C1)Cc1c([nH]c3ccccc13)C(C(=O)OC)(c1cc3c(cc1OC)N(C)C1C(O)(C(=O)OC)C(OC(C)=O)C4(CC)C=CCN5CCC31C54)C2. Drug 2: CC(C)CC(NC(=O)C(Cc1ccccc1)NC(=O)c1cnccn1)B(O)O. Cell line: NCIH520. Synergy scores: synergy=-35.4.